This data is from NCI-60 drug combinations with 297,098 pairs across 59 cell lines. The task is: Regression. Given two drug SMILES strings and cell line genomic features, predict the synergy score measuring deviation from expected non-interaction effect. Drug 1: CC1OCC2C(O1)C(C(C(O2)OC3C4COC(=O)C4C(C5=CC6=C(C=C35)OCO6)C7=CC(=C(C(=C7)OC)O)OC)O)O. Drug 2: CCC1(C2=C(COC1=O)C(=O)N3CC4=CC5=C(C=CC(=C5CN(C)C)O)N=C4C3=C2)O.Cl. Cell line: COLO 205. Synergy scores: CSS=61.7, Synergy_ZIP=-6.93, Synergy_Bliss=-5.44, Synergy_Loewe=-3.80, Synergy_HSA=-1.95.